This data is from Full USPTO retrosynthesis dataset with 1.9M reactions from patents (1976-2016). The task is: Predict the reactants needed to synthesize the given product. (1) Given the product [CH3:13][O:12][C:9]1[CH:10]=[C:11]2[C:6]([C:5]([C:14]3[CH:19]=[CH:18][C:17]([CH3:20])=[CH:16][CH:15]=3)=[N:4][N:3]=[C:2]2[NH:21][CH:22]2[CH2:23][CH2:24][N:25]([CH2:28][C:29]3[CH:38]=[CH:37][C:36]4[C:31](=[CH:32][CH:33]=[CH:34][CH:35]=4)[CH:30]=3)[CH2:26][CH2:27]2)=[CH:7][CH:8]=1, predict the reactants needed to synthesize it. The reactants are: Cl[C:2]1[C:11]2[C:6](=[CH:7][CH:8]=[C:9]([O:12][CH3:13])[CH:10]=2)[C:5]([C:14]2[CH:19]=[CH:18][C:17]([CH3:20])=[CH:16][CH:15]=2)=[N:4][N:3]=1.[NH2:21][CH:22]1[CH2:27][CH2:26][N:25]([CH2:28][C:29]2[CH:38]=[CH:37][C:36]3[C:31](=[CH:32][CH:33]=[CH:34][CH:35]=3)[CH:30]=2)[CH2:24][CH2:23]1. (2) The reactants are: [C:1]1([C:7]2[N:12]=[CH:11][C:10]([NH:13][C:14](=[O:19])[CH2:15][C:16]([OH:18])=O)=[CH:9][CH:8]=2)[CH:6]=[CH:5][CH:4]=[CH:3][CH:2]=1.CCN(C(C)C)C(C)C.[CH:29]1[CH:30]=[CH:31]C2N(O)N=[N:35][C:33]=2[CH:34]=1.CCN=C=NCCCN(C)C.Cl.Cl.[F:52][C:53]([F:69])([F:68])[C:54]1[CH:59]=[CH:58][CH:57]=[CH:56][C:55]=1[S:60]NC1CCNCC1. Given the product [O:18]=[C:16]([N:35]1[CH2:31][CH2:30][CH:29]([S:60][C:55]2[CH:56]=[CH:57][CH:58]=[CH:59][C:54]=2[C:53]([F:52])([F:68])[F:69])[CH2:34][CH2:33]1)[CH2:15][C:14]([NH:13][C:10]1[CH:11]=[N:12][C:7]([C:1]2[CH:2]=[CH:3][CH:4]=[CH:5][CH:6]=2)=[CH:8][CH:9]=1)=[O:19], predict the reactants needed to synthesize it. (3) Given the product [NH2:27][C:8]([C:6]1[CH:7]=[C:2]([Br:1])[CH:3]=[CH:4][C:5]=1[F:28])([CH3:26])[CH2:9][C:10]1([SH:16])[CH2:15][CH2:14][O:13][CH2:12][CH2:11]1, predict the reactants needed to synthesize it. The reactants are: [Br:1][C:2]1[CH:3]=[CH:4][C:5]([F:28])=[C:6]([C:8]([NH2:27])([CH3:26])[CH2:9][C:10]2([S:16]CC3C=CC(OC)=CC=3)[CH2:15][CH2:14][O:13][CH2:12][CH2:11]2)[CH:7]=1.C1(OC)C=CC=CC=1. (4) Given the product [ClH:54].[ClH:54].[F:46][C:42]1[CH:41]=[C:40]([CH:23]2[CH:22]([CH2:21][NH:8][C@@H:9]([C:11]3[C:20]4[C:15](=[CH:16][CH:17]=[CH:18][CH:19]=4)[CH:14]=[CH:13][CH:12]=3)[CH3:10])[CH2:27][CH2:26][N:25]([C:28]3[NH:32][C:31]4[CH:33]=[C:34]([C:37]([OH:39])=[O:38])[CH:35]=[CH:36][C:30]=4[N:29]=3)[CH2:24]2)[CH:45]=[CH:44][CH:43]=1, predict the reactants needed to synthesize it. The reactants are: C(OC([N:8]([CH2:21][CH:22]1[CH2:27][CH2:26][N:25]([C:28]2[NH:32][C:31]3[CH:33]=[C:34]([C:37]([OH:39])=[O:38])[CH:35]=[CH:36][C:30]=3[N:29]=2)[CH2:24][CH:23]1[C:40]1[CH:45]=[CH:44][CH:43]=[C:42]([F:46])[CH:41]=1)[C@@H:9]([C:11]1[C:20]2[C:15](=[CH:16][CH:17]=[CH:18][CH:19]=2)[CH:14]=[CH:13][CH:12]=1)[CH3:10])=O)(C)(C)C.C(OC(C)C)(C)C.[ClH:54].O1CCOCC1. (5) Given the product [C:1]([O:4][C@H:5]1[C@H:10]([O:11][C:12](=[O:14])[CH3:13])[C@@H:9]([O:15][C:16](=[O:18])[CH3:17])[C@H:8]([O:51][C:44]2[C:45]([O:49][CH3:50])=[CH:46][CH:47]=[C:48]3[C:43]=2[O:42][C:41](=[O:52])[CH:40]=[C:39]3[NH:38][C:37]2[C:36]([Cl:53])=[CH:35][N:34]=[CH:33][C:32]=2[Cl:31])[O:7][C@@H:6]1[CH2:26][O:27][C:28](=[O:30])[CH3:29])(=[O:3])[CH3:2], predict the reactants needed to synthesize it. The reactants are: [C:1]([O:4][C@H:5]1[C@H:10]([O:11][C:12](=[O:14])[CH3:13])[C@H:9]([O:15][C:16](=[O:18])[CH3:17])[C@@H:8](OC(=N)C(Cl)(Cl)Cl)[O:7][CH:6]1[CH2:26][O:27][C:28](=[O:30])[CH3:29])(=[O:3])[CH3:2].[Cl:31][C:32]1[CH:33]=[N:34][CH:35]=[C:36]([Cl:53])[C:37]=1[NH:38][C:39]1[C:48]2[C:43](=[C:44]([OH:51])[C:45]([O:49][CH3:50])=[CH:46][CH:47]=2)[O:42][C:41](=[O:52])[CH:40]=1. (6) Given the product [CH3:1][C:2]1[N:3]([CH2:31][C:32]2[CH:41]=[CH:40][CH:39]=[CH:38][C:33]=2[C:34]([OH:36])=[O:35])[C:4](=[O:30])[C:5]([CH2:11][C:12]2[CH:13]=[CH:14][C:15]([C:18]3[CH:23]=[CH:22][CH:21]=[CH:20][C:19]=3[C:24]3[NH:28][C:27](=[O:29])[O:26][N:25]=3)=[CH:16][CH:17]=2)=[C:6]([CH2:8][CH2:9][CH3:10])[N:7]=1, predict the reactants needed to synthesize it. The reactants are: [CH3:1][C:2]1[N:3]([CH2:31][C:32]2[CH:41]=[CH:40][CH:39]=[CH:38][C:33]=2[C:34]([O:36]C)=[O:35])[C:4](=[O:30])[C:5]([CH2:11][C:12]2[CH:17]=[CH:16][C:15]([C:18]3[CH:23]=[CH:22][CH:21]=[CH:20][C:19]=3[C:24]3[NH:28][C:27](=[O:29])[O:26][N:25]=3)=[CH:14][CH:13]=2)=[C:6]([CH2:8][CH2:9][CH3:10])[N:7]=1.[OH-].[Na+].CO.Cl.